From a dataset of Forward reaction prediction with 1.9M reactions from USPTO patents (1976-2016). Predict the product of the given reaction. (1) Given the reactants [C:1]([O:5][C:6]([N:8]([CH2:13][C:14]([OH:16])=[O:15])[CH2:9][C:10](=O)[CH3:11])=[O:7])([CH3:4])([CH3:3])[CH3:2].[NH2:17][C:18]1[CH:23]=[CH:22][CH:21]=[CH:20][CH:19]=1.O, predict the reaction product. The product is: [C:1]([O:5][C:6]([N:8]([CH2:13][C:14]([OH:16])=[O:15])[CH2:9][CH:10]([NH:17][C:18]1[CH:23]=[CH:22][CH:21]=[CH:20][CH:19]=1)[CH3:11])=[O:7])([CH3:4])([CH3:3])[CH3:2]. (2) Given the reactants I[C:2]1[CH:7]=[CH:6][C:5]([C:8]2([C:11]([N:13]3[CH2:17][CH2:16][CH2:15][CH2:14]3)=[O:12])[CH2:10][CH2:9]2)=[CH:4][CH:3]=1.[F:18][C:19]([F:30])([F:29])[C:20]1[C:28]2[CH2:27][CH2:26][CH2:25][CH2:24][C:23]=2[NH:22][N:21]=1, predict the reaction product. The product is: [N:13]1([C:11]([C:8]2([C:5]3[CH:6]=[CH:7][C:2]([N:22]4[C:23]5[CH2:24][CH2:25][CH2:26][CH2:27][C:28]=5[C:20]([C:19]([F:18])([F:30])[F:29])=[N:21]4)=[CH:3][CH:4]=3)[CH2:10][CH2:9]2)=[O:12])[CH2:17][CH2:16][CH2:15][CH2:14]1.